Dataset: Catalyst prediction with 721,799 reactions and 888 catalyst types from USPTO. Task: Predict which catalyst facilitates the given reaction. (1) Reactant: [Br:1][C:2]1[C:11]2[C:6](=[CH:7][C:8]([C:12]3[O:16][C:15]([C:17]4[C:21]5[CH:22]=[CH:23][CH:24]=[CH:25][C:20]=5[O:19][C:18]=4[CH2:26][CH2:27][CH2:28][CH3:29])=[N:14][CH:13]=3)=[CH:9][CH:10]=2)[CH:5]=[CH:4][C:3]=1[OH:30].Br[CH2:32][C:33]#[N:34].C(=O)([O-])[O-].[Cs+].[Cs+]. Product: [Br:1][C:2]1[C:11]2[C:6](=[CH:7][C:8]([C:12]3[O:16][C:15]([C:17]4[C:21]5[CH:22]=[CH:23][CH:24]=[CH:25][C:20]=5[O:19][C:18]=4[CH2:26][CH2:27][CH2:28][CH3:29])=[N:14][CH:13]=3)=[CH:9][CH:10]=2)[CH:5]=[CH:4][C:3]=1[O:30][CH2:32][C:33]#[N:34]. The catalyst class is: 21. (2) Reactant: [Br:1][C:2]1[C:7]([N+:8]([O-])=O)=[CH:6][C:5]([NH:11][C:12]2[N:17]=[C:16]([C:18]3[C:26]4[C:21](=[CH:22][CH:23]=[CH:24][CH:25]=4)[N:20]([CH3:27])[CH:19]=3)[CH:15]=[CH:14][N:13]=2)=[C:4]([O:28][CH3:29])[CH:3]=1.[NH4+].[Cl-].O. Product: [Br:1][C:2]1[CH:3]=[C:4]([O:28][CH3:29])[C:5]([NH:11][C:12]2[N:17]=[C:16]([C:18]3[C:26]4[C:21](=[CH:22][CH:23]=[CH:24][CH:25]=4)[N:20]([CH3:27])[CH:19]=3)[CH:15]=[CH:14][N:13]=2)=[CH:6][C:7]=1[NH2:8]. The catalyst class is: 186. (3) Reactant: [CH:1]([C:4]1[CH:9]=[C:8]([C:10]2[C:11]([OH:19])=[C:12]([O:17][CH3:18])[CH:13]=[C:14]([CH3:16])[CH:15]=2)[C:7]([OH:20])=[CH:6][C:5]=1[CH3:21])([CH3:3])[CH3:2].N1[CH:27]=[CH:26][CH:25]=[CH:24][CH:23]=1.Cl[P:29]1[O:35][C:34]2[CH:36]=[CH:37][CH:38]=[CH:39][C:33]=2[C:32]2[CH:40]=[CH:41][CH:42]=[CH:43][C:31]=2[O:30]1. Product: [CH:1]([C:4]1[C:5]([CH3:21])=[CH:6][C:7]([O:20][P:29]2[O:35][C:34]3[CH:36]=[CH:37][CH:38]=[CH:39][C:33]=3[C:32]3[CH:40]=[CH:41][CH:42]=[CH:43][C:31]=3[O:30]2)=[C:8]([C:10]2[CH:15]=[C:14]([CH3:16])[CH:13]=[C:12]([O:17][CH3:18])[C:11]=2[O:19][P:29]2[O:35][C:26]3[CH:27]=[CH:34][CH:36]=[CH:37][C:25]=3[C:24]3[CH:43]=[CH:31][CH:32]=[CH:33][C:23]=3[O:30]2)[CH:9]=1)([CH3:3])[CH3:2]. The catalyst class is: 11. (4) Reactant: Br[C:2]1[CH:3]=[C:4]([Cl:8])[N:5]=[N:6][CH:7]=1.[NH:9]1[CH2:14][CH2:13][O:12][CH2:11][CH2:10]1.C(=O)([O-])[O-].[K+].[K+]. Product: [Cl:8][C:4]1[N:5]=[N:6][CH:7]=[C:2]([N:9]2[CH2:14][CH2:13][O:12][CH2:11][CH2:10]2)[CH:3]=1. The catalyst class is: 37.